From a dataset of Full USPTO retrosynthesis dataset with 1.9M reactions from patents (1976-2016). Predict the reactants needed to synthesize the given product. Given the product [CH2:34]([C:36]1[CH:41]=[CH:40][CH:39]=[C:38]([CH3:42])[C:37]=1[NH:43][C:44]([NH:46][C:3]([NH:31][CH:26]1[CH2:25][C:24]2[C:28](=[CH:29][CH:30]=[C:22]([C:19]3[N:20]=[CH:21][N:17]([C:14]4[CH:15]=[CH:16][C:11]([O:10][C:9]([F:8])([F:32])[F:33])=[CH:12][CH:13]=4)[N:18]=3)[CH:23]=2)[CH2:27]1)=[O:5])=[S:45])[CH3:35], predict the reactants needed to synthesize it. The reactants are: FC(F)(F)[C:3]([OH:5])=O.[F:8][C:9]([F:33])([F:32])[O:10][C:11]1[CH:16]=[CH:15][C:14]([N:17]2[CH:21]=[N:20][C:19]([C:22]3[CH:23]=[C:24]4[C:28](=[CH:29][CH:30]=3)[CH2:27][CH:26]([NH2:31])[CH2:25]4)=[N:18]2)=[CH:13][CH:12]=1.[CH2:34]([C:36]1[CH:41]=[CH:40][CH:39]=[C:38]([CH3:42])[C:37]=1[NH:43][C:44]([NH2:46])=[S:45])[CH3:35].